From a dataset of Full USPTO retrosynthesis dataset with 1.9M reactions from patents (1976-2016). Predict the reactants needed to synthesize the given product. Given the product [CH3:32][C:31]([NH:26][CH2:29][C@@H:18]1[O:19][C:15](=[O:22])[N:13]([C:10]2[CH:11]=[CH:12][C:7]([N:1]3[CH2:2][CH2:3][O:4][CH2:5][CH2:6]3)=[C:8]([F:21])[CH:9]=2)[CH2:14]1)=[O:34], predict the reactants needed to synthesize it. The reactants are: [N:1]1([C:7]2[CH:12]=[CH:11][C:10]([N:13]([C@H:15]3[O:19][C:18](=O)NC3)[CH3:14])=[CH:9][C:8]=2[F:21])[CH2:6][CH2:5][O:4][CH2:3][CH2:2]1.[OH-:22].[NH4+].C([N:26]([CH2:29]C)CC)C.[C:31]([O:34]C(=O)C)(=O)[CH3:32].